This data is from Catalyst prediction with 721,799 reactions and 888 catalyst types from USPTO. The task is: Predict which catalyst facilitates the given reaction. (1) Reactant: F[C:2]1[CH:7]=[C:6]([C:8]2[N:13]=[CH:12][N:11]=[C:10]([NH:14][CH:15]3[CH2:20][CH2:19][O:18][CH2:17][CH2:16]3)[CH:9]=2)[CH:5]=[CH:4][N:3]=1.[OH-:21].[Na+]. Product: [O:18]1[CH2:19][CH2:20][CH:15]([NH:14][C:10]2[N:11]=[CH:12][N:13]=[C:8]([C:6]3[CH:5]=[CH:4][NH:3][C:2](=[O:21])[CH:7]=3)[CH:9]=2)[CH2:16][CH2:17]1. The catalyst class is: 33. (2) Product: [CH3:28][C:7]1[CH:8]=[C:9]([S:12][CH2:13][C:14]2[CH:19]=[CH:18][C:17]([O:20][CH2:21][C:22]3[CH:27]=[CH:26][CH:25]=[CH:24][N:23]=3)=[CH:16][CH:15]=2)[CH:10]=[CH:11][C:6]=1[O:5][CH2:4][C:3]([OH:29])=[O:2]. The catalyst class is: 47. Reactant: C[O:2][C:3](=[O:29])[CH2:4][O:5][C:6]1[CH:11]=[CH:10][C:9]([S:12][CH2:13][C:14]2[CH:19]=[CH:18][C:17]([O:20][CH2:21][C:22]3[CH:27]=[CH:26][CH:25]=[CH:24][N:23]=3)=[CH:16][CH:15]=2)=[CH:8][C:7]=1[CH3:28].[K+].[Br-].C(O)(C(F)(F)F)=O. (3) Reactant: [NH2:1][CH2:2][C:3]1[CH:8]=[CH:7][C:6]([S:9]([N:12]([CH2:20][C:21]2[CH:26]=[CH:25][CH:24]=[CH:23][CH:22]=2)[CH2:13][C:14]2[CH:19]=[CH:18][CH:17]=[CH:16][CH:15]=2)(=[O:11])=[O:10])=[CH:5][CH:4]=1.[N:27]1[CH:32]=[CH:31][C:30]([CH:33]=O)=[CH:29][CH:28]=1.[BH4-].[Na+].C(=O)(O)[O-].[Na+]. Product: [CH2:20]([N:12]([CH2:13][C:14]1[CH:19]=[CH:18][CH:17]=[CH:16][CH:15]=1)[S:9]([C:6]1[CH:5]=[CH:4][C:3]([CH2:2][NH:1][CH2:33][C:30]2[CH:31]=[CH:32][N:27]=[CH:28][CH:29]=2)=[CH:8][CH:7]=1)(=[O:11])=[O:10])[C:21]1[CH:22]=[CH:23][CH:24]=[CH:25][CH:26]=1. The catalyst class is: 5.